Dataset: Peptide-MHC class II binding affinity with 134,281 pairs from IEDB. Task: Regression. Given a peptide amino acid sequence and an MHC pseudo amino acid sequence, predict their binding affinity value. This is MHC class II binding data. (1) The peptide sequence is TIDGRGAEVHIGNGG. The MHC is HLA-DQA10401-DQB10402 with pseudo-sequence HLA-DQA10401-DQB10402. The binding affinity (normalized) is 0.0782. (2) The peptide sequence is SNPKFENIAEGLRAL. The MHC is HLA-DQA10102-DQB10602 with pseudo-sequence HLA-DQA10102-DQB10602. The binding affinity (normalized) is 0.350. (3) The peptide sequence is VSWEEEAEISGSSAR. The MHC is DRB3_0202 with pseudo-sequence DRB3_0202. The binding affinity (normalized) is 0. (4) The peptide sequence is KAYQQGVTVDSI. The MHC is DRB1_0405 with pseudo-sequence DRB1_0405. The binding affinity (normalized) is 0.360.